From a dataset of Reaction yield outcomes from USPTO patents with 853,638 reactions. Predict the reaction yield, written as a fraction of the theoretical maximum amount of product (1.0 means a 100% yield; for example, 0.34 means a 34% yield). (1) The reactants are C([O:3]CC(O)COCC)C.N1C=CC=CC=1.[Br:17][C:18]1[CH:23]=[CH:22][C:21]([Br:24])=[CH:20][C:19]=1[C:25]1[CH:30]=[CH:29][C:28]([S:31](Cl)(=[O:33])=[O:32])=[CH:27][CH:26]=1. The catalyst is C(Cl)(Cl)Cl. The product is [Br:17][C:18]1[CH:23]=[CH:22][C:21]([Br:24])=[CH:20][C:19]=1[C:25]1[CH:30]=[CH:29][C:28]([S:31]([OH:33])(=[O:3])=[O:32])=[CH:27][CH:26]=1. The yield is 0.190. (2) The reactants are CCCC[N+](CCCC)(CCCC)CCCC.[F-].[CH3:19][O:20][C:21]([C:23]1[C:24]([O:48][CH3:49])=[C:25]2[C:30](=[C:31]([O:37][Si](C(C)C)(C(C)C)C(C)C)[C:32]=1[C:33]([O:35][CH3:36])=[O:34])[N:29]=[CH:28][CH:27]=[CH:26]2)=[O:22].[C:50]1([C:56]([C:59]2[CH:64]=[CH:63][CH:62]=[CH:61][CH:60]=2)=[N+]=[N-])[CH:55]=[CH:54][CH:53]=[CH:52][CH:51]=1. The catalyst is C1COCC1. The product is [CH3:19][O:20][C:21]([C:23]1[C:24]([O:48][CH3:49])=[C:25]2[C:30](=[C:31]([O:37][CH:56]([C:50]3[CH:55]=[CH:54][CH:53]=[CH:52][CH:51]=3)[C:59]3[CH:64]=[CH:63][CH:62]=[CH:61][CH:60]=3)[C:32]=1[C:33]([O:35][CH3:36])=[O:34])[N:29]=[CH:28][CH:27]=[CH:26]2)=[O:22]. The yield is 0.610. (3) The reactants are Br[CH2:2][C:3]1[S:4][C:5]2[CH:11]=[CH:10][CH:9]=[C:8]([C:12]3[CH:13]=[C:14]([CH:20]=[CH:21][CH:22]=3)[C:15]([O:17][CH2:18][CH3:19])=[O:16])[C:6]=2[CH:7]=1.[F:23][C:24]([F:35])([F:34])[C:25]1[CH:26]=[C:27](B(O)O)[CH:28]=[CH:29][CH:30]=1.COCCOC. The catalyst is C(=O)([O-])[O-].[Na+].[Na+].[Cl-].[Na+].O.C(OCC)(=O)C.C1C=CC(/C=C/C(/C=C/C2C=CC=CC=2)=O)=CC=1.C1C=CC(/C=C/C(/C=C/C2C=CC=CC=2)=O)=CC=1.C1C=CC(/C=C/C(/C=C/C2C=CC=CC=2)=O)=CC=1.[Pd].[Pd]. The product is [F:23][C:24]([F:35])([F:34])[C:25]1[CH:30]=[C:29]([CH:28]=[CH:27][CH:26]=1)[CH2:2][C:3]1[S:4][C:5]2[CH:11]=[CH:10][CH:9]=[C:8]([C:12]3[CH:13]=[C:14]([CH:20]=[CH:21][CH:22]=3)[C:15]([O:17][CH2:18][CH3:19])=[O:16])[C:6]=2[CH:7]=1. The yield is 0.700. (4) The reactants are [Br:1][C:2]1[CH:7]=[CH:6][C:5]([C:8]2[O:9][C:10]([CH3:17])=[C:11]([CH2:13][C:14](O)=[O:15])[N:12]=2)=[CH:4][CH:3]=1. The catalyst is C1COCC1. The product is [Br:1][C:2]1[CH:3]=[CH:4][C:5]([C:8]2[O:9][C:10]([CH3:17])=[C:11]([CH2:13][CH2:14][OH:15])[N:12]=2)=[CH:6][CH:7]=1. The yield is 0.720. (5) The reactants are [CH3:1][C:2]1[NH:11][C:10](=O)[C:9]2[C:4](=[CH:5][CH:6]=[CH:7][CH:8]=2)[N:3]=1.P(Cl)(Cl)([Cl:15])=O.CN(C)C1C=CC=CC=1. The catalyst is C1(C)C=CC=CC=1. The product is [Cl:15][C:10]1[C:9]2[C:4](=[CH:5][CH:6]=[CH:7][CH:8]=2)[N:3]=[C:2]([CH3:1])[N:11]=1. The yield is 0.390. (6) The reactants are [Cl:1][C:2]1[S:6][C:5](B(O)O)=[CH:4][CH:3]=1.Br[C:11]1[CH:16]=[CH:15][C:14]([O:17][CH:18]([CH2:24][CH2:25][C:26]2[CH2:31][CH2:30][CH2:29][CH2:28][CH:27]=2)[C:19]([O:21][CH2:22][CH3:23])=[O:20])=[CH:13][CH:12]=1.C(=O)([O-])[O-].[Na+].[Na+]. The catalyst is C(COC)OC.O.C1C=CC([P]([Pd]([P](C2C=CC=CC=2)(C2C=CC=CC=2)C2C=CC=CC=2)([P](C2C=CC=CC=2)(C2C=CC=CC=2)C2C=CC=CC=2)[P](C2C=CC=CC=2)(C2C=CC=CC=2)C2C=CC=CC=2)(C2C=CC=CC=2)C2C=CC=CC=2)=CC=1. The product is [Cl:1][C:2]1[S:6][C:5]([C:11]2[CH:16]=[CH:15][C:14]([O:17][CH:18]([CH2:24][CH2:25][C:26]3[CH2:31][CH2:30][CH2:29][CH2:28][CH:27]=3)[C:19]([O:21][CH2:22][CH3:23])=[O:20])=[CH:13][CH:12]=2)=[CH:4][CH:3]=1. The yield is 0.730. (7) The product is [C:25]([O:28][C:29](=[O:31])[NH:19][CH:9]1[CH:8]2[CH2:14][CH:12]3[CH2:13][C:6]([OH:5])([CH2:15][CH:10]1[CH2:11]3)[CH2:7]2)([CH3:27])([CH3:26])[CH3:24]. The yield is 0.960. The reactants are C([O-])=O.[NH4+].[OH:5][C:6]12[CH2:15][CH:10]3[CH2:11][CH:12]([CH2:14][CH:8]([C:9]3=O)[CH2:7]1)[CH2:13]2.C([N:19](CC)CC)C.[CH3:24][C:25]([O:28][C:29]([O:31]C(OC(C)(C)C)=O)=O)([CH3:27])[CH3:26]. The catalyst is CO.[Pd].